From a dataset of Full USPTO retrosynthesis dataset with 1.9M reactions from patents (1976-2016). Predict the reactants needed to synthesize the given product. (1) Given the product [Br:1][C:2]1[C:10]2[O:9][CH:8]=[C:7]([CH2:11][OH:17])[C:6]=2[C:5]([F:13])=[C:4]([F:14])[CH:3]=1, predict the reactants needed to synthesize it. The reactants are: [Br:1][C:2]1[C:10]2[O:9][CH:8]=[C:7]([CH2:11]Br)[C:6]=2[C:5]([F:13])=[C:4]([F:14])[CH:3]=1.C([O-])(=[O:17])C.[K+].CO.C(=O)([O-])[O-].[K+].[K+]. (2) Given the product [F:30][C:27]1[CH:28]=[CH:29][C:24]([CH:22]2[CH2:23][CH:21]2[CH2:20][N:18]([CH3:19])[C:12]2[CH:11]=[CH:10][N:9]3[C:4]([CH2:3][C:2]([F:32])([F:31])[F:1])=[N:6][N:7]=[C:8]3[C:13]=2[C:14]([F:17])([F:16])[F:15])=[CH:25][CH:26]=1, predict the reactants needed to synthesize it. The reactants are: [F:1][C:2]([F:32])([F:31])[CH2:3][C:4]([NH:6][NH:7][C:8]1[C:13]([C:14]([F:17])([F:16])[F:15])=[C:12]([N:18]([CH2:20][CH:21]2[CH2:23][CH:22]2[C:24]2[CH:29]=[CH:28][C:27]([F:30])=[CH:26][CH:25]=2)[CH3:19])[CH:11]=[CH:10][N:9]=1)=O.CC[N+](S(N=C(OC)[O-])(=O)=O)(CC)CC.